Predict the product of the given reaction. From a dataset of Forward reaction prediction with 1.9M reactions from USPTO patents (1976-2016). (1) Given the reactants [O-:1][Mn](=O)(=O)=O.[K+].[F:7][C:8]1[C:9]([CH:18]=[O:19])=[CH:10][C:11]2[O:16][CH2:15][CH2:14][O:13][C:12]=2[CH:17]=1, predict the reaction product. The product is: [F:7][C:8]1[C:9]([C:18]([OH:1])=[O:19])=[CH:10][C:11]2[O:16][CH2:15][CH2:14][O:13][C:12]=2[CH:17]=1. (2) Given the reactants [CH3:1][O:2][C:3]1[CH:8]=[CH:7][C:6]([C:9](=[O:23])[CH2:10][NH:11][C:12](=O)[CH2:13][CH2:14][CH2:15][CH2:16][CH2:17][C:18]([O:20][CH3:21])=[O:19])=[CH:5][CH:4]=1.O=P12OP3(OP(OP(O3)(O1)=O)(=O)O2)=O, predict the reaction product. The product is: [CH3:1][O:2][C:3]1[CH:4]=[CH:5][C:6]([C:9]2[O:23][C:12]([CH2:13][CH2:14][CH2:15][CH2:16][CH2:17][C:18]([O:20][CH3:21])=[O:19])=[N:11][CH:10]=2)=[CH:7][CH:8]=1. (3) Given the reactants [Br:1][C:2]1[CH:7]=[CH:6][C:5]([C:8]2[N:9]=[C:10]([NH:13][C:14](=[O:17])[CH2:15][OH:16])[S:11][CH:12]=2)=[CH:4][CH:3]=1.CO[C:20](OC)([CH3:22])[CH3:21].O.C1(C)C=CC(S(O)(=O)=O)=CC=1, predict the reaction product. The product is: [Br:1][C:2]1[CH:3]=[CH:4][C:5]([C:8]2[N:9]=[C:10]([N:13]3[C:14](=[O:17])[CH2:15][O:16][C:20]3([CH3:22])[CH3:21])[S:11][CH:12]=2)=[CH:6][CH:7]=1. (4) Given the reactants [CH3:1][C:2]([NH:4][C:5]1[CH:6]=[CH:7][C:8]([OH:11])=[CH:9][CH:10]=1)=[O:3].[CH2:12]([OH:23])[C@H:13]([C@H:15]([C@@H:17]([C@@H:19]([CH2:21][OH:22])[OH:20])[OH:18])O)O.[C:24](=[O:27])([OH:26])[O-].[Na+].[C:39]([O-])(=O)[CH2:40][CH2:41][CH2:42][CH2:43][CH2:44][CH2:45][CH2:46][CH2:50][CH2:50][CH2:39][CH2:40][CH2:41][CH2:42][CH2:43][CH2:44][CH2:45][CH3:46].[Mg+2].[C:50]([O-])(=O)[CH2:39][CH2:40][CH2:41][CH2:42][CH2:43][CH2:44][CH2:45][CH2:46][CH2:39][CH2:40][CH2:41][CH2:42][CH2:43][CH2:44][CH2:45][CH2:46][CH3:50], predict the reaction product. The product is: [CH3:5][N:4]1[C@@H:42]2[CH2:43][C:44]3[CH:45]=[CH:46][C:21]([O:22][CH3:50])=[C:19]4[O:20][C@H:13]5[C:12]([CH2:39][CH2:40][C@@H:41]2[C@:15]5([C:17]=34)[CH2:1][CH2:2]1)=[O:23].[CH:19]([OH:20])([C:17]([OH:18])=[O:3])[CH:21]([OH:22])[C:24]([OH:26])=[O:27].[CH3:1][C:2]([NH:4][C:5]1[CH:10]=[CH:9][C:8]([OH:11])=[CH:7][CH:6]=1)=[O:3]. (5) Given the reactants [O:1]1[C:5]2([CH2:10][CH2:9][C:8](=O)[CH2:7][CH2:6]2)[O:4][CH2:3][CH2:2]1.N1C=[CH:15]N=N1.[NH:17]1[CH2:22][CH2:21][O:20][CH2:19][CH2:18]1.C[Mg]Cl.C1COCC1.[NH4+].[Cl-], predict the reaction product. The product is: [CH3:15][C:8]1([N:17]2[CH2:22][CH2:21][O:20][CH2:19][CH2:18]2)[CH2:9][CH2:10][C:5]2([O:4][CH2:3][CH2:2][O:1]2)[CH2:6][CH2:7]1. (6) Given the reactants O[CH:2]([C:16]1[CH:21]=[CH:20][CH:19]=[CH:18][C:17]=1[N+:22]([O-:24])=[O:23])[C:3]1[C:11]2[C:10](=[O:12])[CH2:9][C:8]([CH3:14])([CH3:13])[CH2:7][C:6]=2[NH:5][C:4]=1[CH3:15].C([SiH](CC)CC)C.C(O)(C(F)(F)F)=O, predict the reaction product. The product is: [CH3:15][C:4]1[NH:5][C:6]2[CH2:7][C:8]([CH3:14])([CH3:13])[CH2:9][C:10](=[O:12])[C:11]=2[C:3]=1[CH2:2][C:16]1[CH:21]=[CH:20][CH:19]=[CH:18][C:17]=1[N+:22]([O-:24])=[O:23]. (7) Given the reactants [NH2:1][CH:2]1[CH2:10][C:9]2[C:4](=[CH:5][CH:6]=[CH:7][CH:8]=2)[CH2:3]1.[Cl:11][C:12]1[N:20]=[C:19]2[C:15]([NH:16][CH:17]=[N:18]2)=[C:14](Cl)[N:13]=1.Cl, predict the reaction product. The product is: [Cl:11][C:12]1[N:20]=[C:19]2[C:15]([N:16]=[CH:17][NH:18]2)=[C:14]([NH:1][CH:2]2[CH2:10][C:9]3[C:4](=[CH:5][CH:6]=[CH:7][CH:8]=3)[CH2:3]2)[N:13]=1.